From a dataset of Blood-brain barrier permeability classification from the B3DB database. Regression/Classification. Given a drug SMILES string, predict its absorption, distribution, metabolism, or excretion properties. Task type varies by dataset: regression for continuous measurements (e.g., permeability, clearance, half-life) or binary classification for categorical outcomes (e.g., BBB penetration, CYP inhibition). Dataset: b3db_classification. (1) The compound is CC[C@H](C)[C@@](C)(COC(N)=O)COC(=O)NC(C)C. The result is 1 (penetrates BBB). (2) The molecule is CCCC(C)=O. The result is 1 (penetrates BBB). (3) The molecule is c1ccc(Cn2cc(CCc3ccncc3)c3ccccc32)cc1. The result is 1 (penetrates BBB). (4) The molecule is COc1ccccc1Oc1c(NS(=O)(=O)c2ccc(C(C)(C)C)cc2)nc(-c2ncccn2)nc1OCCO. The result is 0 (does not penetrate BBB). (5) The molecule is CN1CCc2cccc3c2[C@@H]1Cc1ccc(O)c(O)c1-3. The result is 1 (penetrates BBB). (6) The molecule is Oc1ccc2c3c1O[C@@H]1[C@@H](O)CC[C@@]4(O)[C@@H](C2)N(CC2CCC2)CC[C@@]314. The result is 1 (penetrates BBB).